Dataset: Catalyst prediction with 721,799 reactions and 888 catalyst types from USPTO. Task: Predict which catalyst facilitates the given reaction. (1) Reactant: CC1C=[CH:6][C:5]([CH:8]([C:14]2[CH:19]=[CH:18][C:17](C)=[CH:16][CH:15]=2)[C:9](=[O:13])[CH:10]([CH3:12])C)=CC=1.[Li][CH2:22]CCC.Cl[P:27]([CH:34]1[CH2:39][CH2:38][CH2:37][CH2:36][CH2:35]1)[CH:28]1[CH2:33][CH2:32][CH2:31][CH2:30][CH2:29]1. Product: [CH:28]1([P:27]([CH:34]2[CH2:39][CH2:38][CH2:37][CH2:36][CH2:35]2)[C:19]2[CH:18]=[CH:17][CH:16]=[CH:15][C:14]=2[C:8]2[CH:5]=[CH:6][CH:12]=[CH:10][C:9]=2[O:13][CH3:22])[CH2:33][CH2:32][CH2:31][CH2:30][CH2:29]1. The catalyst class is: 1. (2) Reactant: CO[C:3]1[CH2:4][CH2:5][CH2:6][N:7]=1.[CH2:8]([O:10][C:11](=[O:21])[CH2:12][C:13](=[O:20])[CH2:14][C:15](OCC)=[O:16])[CH3:9]. Product: [CH2:8]([O:10][C:11]([C:12]1[C:13]([OH:20])=[CH:14][C:15](=[O:16])[N:7]2[C:3]=1[CH2:4][CH2:5][CH2:6]2)=[O:21])[CH3:9]. The catalyst class is: 66.